From a dataset of Reaction yield outcomes from USPTO patents with 853,638 reactions. Predict the reaction yield, written as a fraction of the theoretical maximum amount of product (1.0 means a 100% yield; for example, 0.34 means a 34% yield). (1) The reactants are [NH2:1][C:2]1[CH:3]=[CH:4][C:5]([C:8]([O:10][CH3:11])=[O:9])=[N:6][CH:7]=1.C(=O)([O-])[O-].[Cs+].[Cs+].FC(F)(F)S(O[CH2:24][C:25]([F:28])([F:27])[F:26])(=O)=O. The catalyst is CN(C=O)C.CCOC(C)=O. The product is [CH3:11][O:10][C:8]([C:5]1[CH:4]=[CH:3][C:2]([NH:1][CH2:24][C:25]([F:28])([F:27])[F:26])=[CH:7][N:6]=1)=[O:9]. The yield is 0.240. (2) The product is [F:31][C:4]1[CH:3]=[C:2]([NH:1][C:57]([NH:56][C:54](=[O:55])[CH2:53][C:47]2[CH:48]=[CH:49][CH:50]=[CH:51][CH:52]=2)=[S:58])[CH:30]=[CH:29][C:5]=1[O:6][C:7]1[N:12]=[CH:11][N:10]=[C:9]([NH:13][C:14]([N:16]2[CH2:21][CH2:20][CH:19]([N:22]3[CH2:23][CH2:24][N:25]([CH3:28])[CH2:26][CH2:27]3)[CH2:18][CH2:17]2)=[O:15])[CH:8]=1. The yield is 0.533. The catalyst is C(O)C.C1(C)C=CC=CC=1.CCCCCC. The reactants are [NH2:1][C:2]1[CH:30]=[CH:29][C:5]([O:6][C:7]2[N:12]=[CH:11][N:10]=[C:9]([NH:13][C:14]([N:16]3[CH2:21][CH2:20][CH:19]([N:22]4[CH2:27][CH2:26][N:25]([CH3:28])[CH2:24][CH2:23]4)[CH2:18][CH2:17]3)=[O:15])[CH:8]=2)=[C:4]([F:31])[CH:3]=1.[C@]12(CS(O)(=O)=O)C(C)(C)C(CC1)CC2=O.[C:47]1([CH2:53][C:54]([N:56]=[C:57]=[S:58])=[O:55])[CH:52]=[CH:51][CH:50]=[CH:49][CH:48]=1.C(OCC)C. (3) The yield is 0.210. The catalyst is CS(C)=O. The reactants are Cl[C:2]1[N:3]=[N:4][C:5]([Cl:8])=[CH:6][CH:7]=1.[Cl:9][C:10]1[CH:11]=[C:12]([OH:17])[CH:13]=[CH:14][C:15]=1[Cl:16].[OH-].[K+].CCCCCCC. The product is [Cl:8][C:5]1[N:4]=[N:3][C:2]([O:17][C:12]2[CH:13]=[CH:14][C:15]([Cl:16])=[C:10]([Cl:9])[CH:11]=2)=[CH:7][CH:6]=1. (4) The reactants are [N+:1]([C:4]1[CH:9]=[CH:8][C:7](Br)=[CH:6][N:5]=1)([O-:3])=[O:2].[C:11]([N:18]1[CH2:23][CH2:22][NH:21][CH2:20][CH2:19]1)([O:13][C:14]([CH3:17])([CH3:16])[CH3:15])=[O:12].C(=O)([O-])[O-].[K+].[K+].O. The catalyst is CN(C)C=O. The product is [N+:1]([C:4]1[N:5]=[CH:6][C:7]([N:21]2[CH2:20][CH2:19][N:18]([C:11]([O:13][C:14]([CH3:17])([CH3:16])[CH3:15])=[O:12])[CH2:23][CH2:22]2)=[CH:8][CH:9]=1)([O-:3])=[O:2]. The yield is 0.330. (5) The reactants are [Cl:1][C:2]1[CH:3]=[C:4]([C:8]2[C:13]([O:14][CH3:15])=[CH:12][CH:11]=[C:10]([CH2:16][C:17]3[CH:18]=[CH:19][C:20](F)=[N:21][CH:22]=3)[C:9]=2[F:24])[CH:5]=[CH:6][CH:7]=1.[NH:25]1[CH2:29][CH2:28][CH2:27][CH2:26]1.N12CCCN=C1CCCCC2. The catalyst is ClCCl. The product is [Cl:1][C:2]1[CH:3]=[C:4]([C:8]2[C:13]([O:14][CH3:15])=[CH:12][CH:11]=[C:10]([CH2:16][C:17]3[CH:18]=[CH:19][C:20]([N:25]4[CH2:29][CH2:28][CH2:27][CH2:26]4)=[N:21][CH:22]=3)[C:9]=2[F:24])[CH:5]=[CH:6][CH:7]=1. The yield is 0.690. (6) The reactants are [OH:1][CH:2]([CH3:19])[CH2:3][CH:4]([S:12]([C:15]([F:18])([F:17])[F:16])(=[O:14])=[O:13])[S:5]([C:8]([F:11])([F:10])[F:9])(=[O:7])=[O:6].C(Cl)(Cl)Cl.[C:24](O[C:24](=[O:31])[C:25]1[CH:30]=[CH:29][CH:28]=[CH:27][CH:26]=1)(=[O:31])[C:25]1[CH:30]=[CH:29][CH:28]=[CH:27][CH:26]=1.[Cl-].[C:42]1([S+:48]([C:55]2[CH:60]=[CH:59][CH:58]=[CH:57][CH:56]=2)[C:49]2[CH:54]=[CH:53][CH:52]=[CH:51][CH:50]=2)[CH:47]=[CH:46][CH:45]=[CH:44][CH:43]=1. The catalyst is CS(O)(=O)=O.O. The product is [C:55]1([S+:48]([C:42]2[CH:43]=[CH:44][CH:45]=[CH:46][CH:47]=2)[C:49]2[CH:54]=[CH:53][CH:52]=[CH:51][CH:50]=2)[CH:56]=[CH:57][CH:58]=[CH:59][CH:60]=1.[C:25]1([C:24]([O:1][CH:2]([CH3:19])[CH2:3][CH:4]([S:5]([C:8]([F:9])([F:10])[F:11])(=[O:6])=[O:7])[S:12]([C:15]([F:17])([F:18])[F:16])(=[O:14])=[O:13])=[O:31])[CH:30]=[CH:29][CH:28]=[CH:27][CH:26]=1. The yield is 0.620.